From a dataset of Peptide-MHC class II binding affinity with 134,281 pairs from IEDB. Regression. Given a peptide amino acid sequence and an MHC pseudo amino acid sequence, predict their binding affinity value. This is MHC class II binding data. (1) The peptide sequence is STGWNETIVENLLAN. The MHC is DRB5_0101 with pseudo-sequence DRB5_0101. The binding affinity (normalized) is 0.199. (2) The peptide sequence is KKWIKVEYGNLSLSGIA. The MHC is HLA-DQA10201-DQB10402 with pseudo-sequence HLA-DQA10201-DQB10402. The binding affinity (normalized) is 0. (3) The peptide sequence is EAAVKQAYAATVAAA. The MHC is HLA-DQA10101-DQB10501 with pseudo-sequence HLA-DQA10101-DQB10501. The binding affinity (normalized) is 0.441.